From a dataset of Serine/threonine kinase 33 screen with 319,792 compounds. Binary Classification. Given a drug SMILES string, predict its activity (active/inactive) in a high-throughput screening assay against a specified biological target. (1) The molecule is Clc1c(c2ncc(c(NCCCN3CCOCC3)c2cc1)C(OCC)=O)C. The result is 0 (inactive). (2) The result is 0 (inactive). The drug is Clc1ccc(CNC(=O)Cc2n[nH]c(=O)c3c2cccc3)cc1. (3) The compound is S(C=1N(C(=O)C2CC2)CCN1)Cc1ccc(F)cc1. The result is 0 (inactive). (4) The compound is O=C(Nc1ccc(cc1)/C(=N\NC(=O)c1n(nc(c1[N+]([O-])=O)C)C)C)C1CCCC1. The result is 0 (inactive). (5) The compound is Clc1c(=O)n(ncc1NCc1c(Cl)cccc1)C12CC3CC(C1)CC(C2)C3. The result is 0 (inactive). (6) The compound is Clc1c(N2Cc3c(N(C2=O)Cc2ccc(NC(=O)C=C)cc2)nc(NCCCCN(CC)CC)nc3)c(Cl)c(OC)cc1OC. The result is 1 (active).